This data is from Catalyst prediction with 721,799 reactions and 888 catalyst types from USPTO. The task is: Predict which catalyst facilitates the given reaction. (1) Reactant: [C:1]([O:5][C:6]([N:8]1[CH2:13][CH2:12][CH:11]([CH2:14][CH2:15][OH:16])[CH2:10][CH2:9]1)=[O:7])([CH3:4])([CH3:3])[CH3:2].[Cr](Cl)([O-])(=O)=O.[NH+]1C=CC=CC=1. Product: [C:1]([O:5][C:6]([N:8]1[CH2:13][CH2:12][CH:11]([CH2:14][CH:15]=[O:16])[CH2:10][CH2:9]1)=[O:7])([CH3:4])([CH3:3])[CH3:2]. The catalyst class is: 2. (2) Reactant: [PH3]=O.[CH:3]1[CH:8]=[N:7][CH:6]=[C:5]2[CH2:9][O:10][C:11]3[CH:12]=[C:13]([O:17][CH2:18][C@H:19]([N:24]4C(=O)C5C(=CC=CC=5)C4=O)[CH2:20][CH:21]([CH3:23])[CH3:22])[CH:14]=[CH:15][C:16]=3[C:4]=12.NN. Product: [CH:3]1[CH:8]=[N:7][CH:6]=[C:5]2[CH2:9][O:10][C:11]3[CH:12]=[C:13]([O:17][CH2:18][C@H:19]([NH2:24])[CH2:20][CH:21]([CH3:22])[CH3:23])[CH:14]=[CH:15][C:16]=3[C:4]=12. The catalyst class is: 621.